Task: Predict the reactants needed to synthesize the given product.. Dataset: Full USPTO retrosynthesis dataset with 1.9M reactions from patents (1976-2016) (1) Given the product [C:1]1([CH2:7][C:20]([O:13][CH3:14])=[O:21])[CH:6]=[CH:5][CH:4]=[CH:3][CH:2]=1, predict the reactants needed to synthesize it. The reactants are: [C:1]1([CH3:7])[CH:6]=[CH:5][CH:4]=[CH:3][CH:2]=1.C(O[O:13][C:14](C)(C)C)(C)(C)C.[C]=O.[CH3:20][OH:21]. (2) Given the product [F:19][C:20]1[CH:21]=[C:22]([CH2:27][C:28]([NH:1][N:2]2[N:11]=[C:10]([N:12]3[CH2:17][CH2:16][O:15][CH2:14][CH2:13]3)[C:9]3[C:4](=[CH:5][CH:6]=[CH:7][CH:8]=3)[C:3]2=[O:18])=[O:29])[CH:23]=[C:24]([F:26])[CH:25]=1, predict the reactants needed to synthesize it. The reactants are: [NH2:1][N:2]1[N:11]=[C:10]([N:12]2[CH2:17][CH2:16][O:15][CH2:14][CH2:13]2)[C:9]2[C:4](=[CH:5][CH:6]=[CH:7][CH:8]=2)[C:3]1=[O:18].[F:19][C:20]1[CH:21]=[C:22]([CH2:27][C:28](O)=[O:29])[CH:23]=[C:24]([F:26])[CH:25]=1. (3) The reactants are: [CH2:1]([O:8][C:9]1[CH:24]=[C:23]([N:25]([CH2:31][C:32]2[CH:37]=[CH:36][C:35]([CH:38]3[CH2:43][CH2:42][CH2:41][CH2:40][CH2:39]3)=[CH:34][CH:33]=2)[C:26](=[O:30])[CH2:27][NH:28][CH3:29])[CH:22]=[CH:21][C:10]=1[C:11]([O:13][CH2:14][C:15]1[CH:20]=[CH:19][CH:18]=[CH:17][CH:16]=1)=[O:12])[C:2]1[CH:7]=[CH:6][CH:5]=[CH:4][CH:3]=1.[CH3:44][C:45]1[CH:50]=[C:49]([CH3:51])[CH:48]=[C:47]([CH3:52])[C:46]=1[S:53](Cl)(=[O:55])=[O:54]. Given the product [CH2:1]([O:8][C:9]1[CH:24]=[C:23]([N:25]([CH2:31][C:32]2[CH:33]=[CH:34][C:35]([CH:38]3[CH2:43][CH2:42][CH2:41][CH2:40][CH2:39]3)=[CH:36][CH:37]=2)[C:26](=[O:30])[CH2:27][N:28]([CH3:29])[S:53]([C:46]2[C:47]([CH3:52])=[CH:48][C:49]([CH3:51])=[CH:50][C:45]=2[CH3:44])(=[O:55])=[O:54])[CH:22]=[CH:21][C:10]=1[C:11]([O:13][CH2:14][C:15]1[CH:20]=[CH:19][CH:18]=[CH:17][CH:16]=1)=[O:12])[C:2]1[CH:3]=[CH:4][CH:5]=[CH:6][CH:7]=1, predict the reactants needed to synthesize it.